This data is from Reaction yield outcomes from USPTO patents with 853,638 reactions. The task is: Predict the reaction yield, written as a fraction of the theoretical maximum amount of product (1.0 means a 100% yield; for example, 0.34 means a 34% yield). (1) The reactants are [CH2:1]([O:3][C:4](=[O:22])[C:5]1[CH:10]=[C:9]([N+:11]([O-])=O)[CH:8]=[C:7]([N+]([O-])=O)[C:6]=1[CH:17]=[CH:18][N:19](C)C)[CH3:2].Cl[Sn]Cl. The catalyst is C(O)C. The product is [CH2:1]([O:3][C:4]([C:5]1[C:6]2[CH:17]=[CH:18][NH:19][C:7]=2[CH:8]=[C:9]([NH2:11])[CH:10]=1)=[O:22])[CH3:2]. The yield is 0.400. (2) The reactants are O[C:2]1([C:13]([F:16])([F:15])[F:14])[NH:6][N:5]=[C:4]([C:7]2[CH:12]=[CH:11][CH:10]=[CH:9][N:8]=2)[CH2:3]1.S(=O)(=O)(O)O. The catalyst is C(O)C. The product is [N:8]1[CH:9]=[CH:10][CH:11]=[CH:12][C:7]=1[C:4]1[CH:3]=[C:2]([C:13]([F:16])([F:14])[F:15])[NH:6][N:5]=1. The yield is 0.850. (3) The reactants are CC(OC([NH:8][NH:9][C:10]([C:12]1[CH:21]=[CH:20][C:15]([C:16]([O:18][CH3:19])=[O:17])=[CH:14][CH:13]=1)=[O:11])=O)(C)C. The catalyst is Cl.CO. The product is [NH:9]([C:10]([C:12]1[CH:21]=[CH:20][C:15]([C:16]([O:18][CH3:19])=[O:17])=[CH:14][CH:13]=1)=[O:11])[NH2:8]. The yield is 0.580. (4) The reactants are C([O:3][C:4]([C:6]1[CH:7]=[N:8][N:9]([C:11]2[N:15](COCCOC)[C:14]3[CH:22]=[C:23]([O:32][C:33]([F:36])([F:35])[F:34])[C:24]([N:26]4[CH2:31][CH2:30][CH2:29][CH2:28][CH2:27]4)=[CH:25][C:13]=3[N:12]=2)[CH:10]=1)=[O:5])C.Cl. The catalyst is C(O)(=O)C. The product is [N:26]1([C:24]2[C:23]([O:32][C:33]([F:34])([F:36])[F:35])=[CH:22][C:14]3[NH:15][C:11]([N:9]4[CH:10]=[C:6]([C:4]([OH:5])=[O:3])[CH:7]=[N:8]4)=[N:12][C:13]=3[CH:25]=2)[CH2:27][CH2:28][CH2:29][CH2:30][CH2:31]1. The yield is 0.260. (5) The reactants are [Cl:1][C:2]1[N:10]=[C:9](N)[N:8]=[C:7]2[C:3]=1[N:4]=[CH:5][N:6]2[CH2:12][O:13][CH2:14][CH2:15][Si:16]([CH3:19])([CH3:18])[CH3:17].C(I)[I:21].N(OCCC(C)C)=O. The catalyst is C1COCC1.[Cu]I. The product is [Cl:1][C:2]1[N:10]=[C:9]([I:21])[N:8]=[C:7]2[C:3]=1[N:4]=[CH:5][N:6]2[CH2:12][O:13][CH2:14][CH2:15][Si:16]([CH3:19])([CH3:18])[CH3:17]. The yield is 0.490.